This data is from Catalyst prediction with 721,799 reactions and 888 catalyst types from USPTO. The task is: Predict which catalyst facilitates the given reaction. (1) Reactant: [CH2:1]1[N:6]([C:7]2[CH:12]=[CH:11][C:10]([C:13]3[S:17][C:16]([C:18]4[CH:27]=[CH:26][C:21]([C:22]([O:24]C)=[O:23])=[CH:20][CH:19]=4)=[N:15][N:14]=3)=[CH:9][CH:8]=2)[CH2:5][CH2:4][N:3]2[CH2:28][CH2:29][CH2:30][CH:2]12.[OH-].[Na+].Cl. Product: [CH2:1]1[N:6]([C:7]2[CH:12]=[CH:11][C:10]([C:13]3[S:17][C:16]([C:18]4[CH:27]=[CH:26][C:21]([C:22]([OH:24])=[O:23])=[CH:20][CH:19]=4)=[N:15][N:14]=3)=[CH:9][CH:8]=2)[CH2:5][CH2:4][N:3]2[CH2:28][CH2:29][CH2:30][CH:2]12. The catalyst class is: 132. (2) Reactant: CS(C)=O.C(Cl)(=O)C(Cl)=O.[OH:11][C@H:12]1[CH2:16][N:15]([C:17]([O:19][CH2:20][CH2:21][Si:22]([CH3:25])([CH3:24])[CH3:23])=[O:18])[C@H:14]([C:26]([O:28][CH3:29])=[O:27])[CH2:13]1.CCN(C(C)C)C(C)C. Product: [O:11]=[C:12]1[CH2:16][N:15]([C:17]([O:19][CH2:20][CH2:21][Si:22]([CH3:24])([CH3:25])[CH3:23])=[O:18])[C@H:14]([C:26]([O:28][CH3:29])=[O:27])[CH2:13]1. The catalyst class is: 2. (3) Reactant: [C:1]([O:5][C:6]([N:8]1[CH2:15][CH:14]2[CH2:16][CH:10]([CH2:11][CH:12]([C:17]([O:19]C)=[O:18])[CH2:13]2)[CH2:9]1)=[O:7])([CH3:4])([CH3:3])[CH3:2].O.[OH-].[Li+]. Product: [C:1]([O:5][C:6]([N:8]1[CH2:9][CH:10]2[CH2:16][CH:14]([CH2:13][CH:12]([C:17]([OH:19])=[O:18])[CH2:11]2)[CH2:15]1)=[O:7])([CH3:4])([CH3:2])[CH3:3]. The catalyst class is: 278. (4) Reactant: [CH2:1]([O:21][C:22]1[C:30]([O:31][CH2:32][CH2:33][CH2:34][CH2:35][CH2:36][CH2:37][CH2:38][CH2:39][CH2:40][CH2:41][CH2:42][CH2:43][CH2:44][CH2:45][CH2:46][CH2:47][CH2:48][CH2:49][CH2:50][CH3:51])=[CH:29][CH:28]=[CH:27][C:23]=1[C:24](O)=[O:25])[CH2:2][CH2:3][CH2:4][CH2:5][CH2:6][CH2:7][CH2:8][CH2:9][CH2:10][CH2:11][CH2:12][CH2:13][CH2:14][CH2:15][CH2:16][CH2:17][CH2:18][CH2:19][CH3:20].C1(C)C=CC=CC=1.S(Cl)([Cl:61])=O. Product: [CH2:1]([O:21][C:22]1[C:30]([O:31][CH2:32][CH2:33][CH2:34][CH2:35][CH2:36][CH2:37][CH2:38][CH2:39][CH2:40][CH2:41][CH2:42][CH2:43][CH2:44][CH2:45][CH2:46][CH2:47][CH2:48][CH2:49][CH2:50][CH3:51])=[CH:29][CH:28]=[CH:27][C:23]=1[C:24]([Cl:61])=[O:25])[CH2:2][CH2:3][CH2:4][CH2:5][CH2:6][CH2:7][CH2:8][CH2:9][CH2:10][CH2:11][CH2:12][CH2:13][CH2:14][CH2:15][CH2:16][CH2:17][CH2:18][CH2:19][CH3:20]. The catalyst class is: 3. (5) Reactant: [CH3:1][C:2]1[O:6][N:5]=[C:4]([C:7]([CH:9]2[CH2:15][CH2:14][O:13][C:12]3[CH:16]=[C:17]([N:20]4[CH2:24][C@H:23]([CH2:25][NH:26][C:27](=[O:29])[CH3:28])[O:22][C:21]4=[O:30])[CH:18]=[CH:19][C:11]=3[C:10]2=O)=O)[CH:3]=1.O.[NH2:33][NH2:34]. Product: [CH3:1][C:2]1[O:6][N:5]=[C:4]([C:7]2[C:9]3[CH2:15][CH2:14][O:13][C:12]4[CH:16]=[C:17]([N:20]5[CH2:24][C@H:23]([CH2:25][NH:26][C:27](=[O:29])[CH3:28])[O:22][C:21]5=[O:30])[CH:18]=[CH:19][C:11]=4[C:10]=3[NH:34][N:33]=2)[CH:3]=1. The catalyst class is: 8. (6) Reactant: C1C=CC(P(N=[N+]=[N-])(C2C=CC=CC=2)=[O:8])=CC=1.[OH:18][C:19]1[C:24](C(O)=O)=[CH:23][CH:22]=[C:21]([CH3:28])[N:20]=1.C([N:31]([CH2:34]C)CC)C.[CH2:36]([OH:43])[C:37]1[CH:42]=[CH:41][CH:40]=[CH:39][CH:38]=1. Product: [CH2:36]([O:43][C:34]([NH:31][C:24]1[C:19](=[O:18])[NH:20][C:21]([CH3:28])=[CH:22][CH:23]=1)=[O:8])[C:37]1[CH:42]=[CH:41][CH:40]=[CH:39][CH:38]=1. The catalyst class is: 12.